This data is from Catalyst prediction with 721,799 reactions and 888 catalyst types from USPTO. The task is: Predict which catalyst facilitates the given reaction. Reactant: [C:1]([O:4][C@@H:5]1[C@@H:10]([O:11][C:12](=[O:14])[CH3:13])[C@H:9]([O:15][C:16](=[O:18])[CH3:17])[C@@H:8]([CH2:19][O:20][C:21](=[O:23])[CH3:22])[O:7][C@H:6]1[O:24][C:25]1[C:29]([CH2:30][C:31]2[CH:36]=[CH:35][C:34]([O:37][CH2:38][CH2:39][CH2:40][NH2:41])=[CH:33][CH:32]=2)=[C:28]([CH:42]([CH3:44])[CH3:43])[NH:27][N:26]=1)(=[O:3])[CH3:2].[CH2:45]([O:52][C:53]([NH:55][CH2:56][C:57](O)=[O:58])=[O:54])[C:46]1[CH:51]=[CH:50][CH:49]=[CH:48][CH:47]=1.ON1C2C=CC=CC=2N=N1.Cl.C(N=C=NCCCN(C)C)C. Product: [C:1]([O:4][C@@H:5]1[C@@H:10]([O:11][C:12](=[O:14])[CH3:13])[C@H:9]([O:15][C:16](=[O:18])[CH3:17])[C@@H:8]([CH2:19][O:20][C:21](=[O:23])[CH3:22])[O:7][C@H:6]1[O:24][C:25]1[C:29]([CH2:30][C:31]2[CH:36]=[CH:35][C:34]([O:37][CH2:38][CH2:39][CH2:40][NH:41][C:57](=[O:58])[CH2:56][NH:55][C:53]([O:52][CH2:45][C:46]3[CH:47]=[CH:48][CH:49]=[CH:50][CH:51]=3)=[O:54])=[CH:33][CH:32]=2)=[C:28]([CH:42]([CH3:44])[CH3:43])[NH:27][N:26]=1)(=[O:3])[CH3:2]. The catalyst class is: 35.